The task is: Regression. Given a peptide amino acid sequence and an MHC pseudo amino acid sequence, predict their binding affinity value. This is MHC class I binding data.. This data is from Peptide-MHC class I binding affinity with 185,985 pairs from IEDB/IMGT. (1) The peptide sequence is IVRGKSLDKT. The MHC is HLA-A02:01 with pseudo-sequence HLA-A02:01. The binding affinity (normalized) is 0. (2) The peptide sequence is DLADQLIHL. The MHC is HLA-A02:11 with pseudo-sequence HLA-A02:11. The binding affinity (normalized) is 0.677. (3) The peptide sequence is HQLDPAFRA. The MHC is Patr-A0401 with pseudo-sequence Patr-A0401. The binding affinity (normalized) is 0.147. (4) The peptide sequence is YLDNVGVHI. The MHC is HLA-A24:03 with pseudo-sequence HLA-A24:03. The binding affinity (normalized) is 0.0847. (5) The peptide sequence is KLMALELFK. The MHC is HLA-B08:01 with pseudo-sequence HLA-B08:01. The binding affinity (normalized) is 0.0847. (6) The peptide sequence is AAAAYAAM. The MHC is H-2-Kb with pseudo-sequence H-2-Kb. The binding affinity (normalized) is 0.526. (7) The peptide sequence is VLPPLSADL. The MHC is BoLA-AW10 with pseudo-sequence BoLA-AW10. The binding affinity (normalized) is 0.0641. (8) The MHC is HLA-A68:01 with pseudo-sequence HLA-A68:01. The binding affinity (normalized) is 0.444. The peptide sequence is IMVASDVCK.